Dataset: Catalyst prediction with 721,799 reactions and 888 catalyst types from USPTO. Task: Predict which catalyst facilitates the given reaction. Reactant: COCC1C=CC=CC=1N=[N:11][NH:12][C:13]1[CH:18]=[CH:17][CH:16]=[CH:15][C:14]=1[CH2:19][O:20][CH3:21].[CH3:22][O:23][CH2:24][C:25]1[CH:31]=[CH:30][CH:29]=[CH:28][C:26]=1[NH2:27].Cl.COCC1C=CC=CC=1N. Product: [CH3:22][O:23][CH2:24][C:25]1[CH:31]=[C:30]([N:11]=[N:12][C:13]2[CH:18]=[CH:17][CH:16]=[CH:15][C:14]=2[CH2:19][O:20][CH3:21])[CH:29]=[CH:28][C:26]=1[NH2:27]. The catalyst class is: 4.